From a dataset of Experimentally validated miRNA-target interactions with 360,000+ pairs, plus equal number of negative samples. Binary Classification. Given a miRNA mature sequence and a target amino acid sequence, predict their likelihood of interaction. (1) The miRNA is hsa-miR-3127-5p with sequence AUCAGGGCUUGUGGAAUGGGAAG. The protein sequence of the target gene is MSSDMRVHSWSCSYYLDLEKQWVSGKLTLTPHSLKFIVEKTEEVLVGLPLSSIIEIRKESSLFIFGAITVLEKGQTKHWFSSLQPSRNVVFNVIEHFWRELLLSQPGTAANIPSHVTRGQELIGLMANSQKRMEDTAKDLQQQSEQLDSVLKGLEKMESDLDVADRLLTELETPSWWPFGSKFWKMPAEENLKEGVSSTCEPFGKEGVVITVPAIISERAESHSKLGKLTVLVSALEIYDSCSLLLHRFEKEDVDDIKVHSPYEVSIRQRFIGKPDVAYQLISAKMPEVIPILEVQFSSK.... Result: 0 (no interaction). (2) The protein sequence of the target gene is MAAGVAAWLPFARAAAIGWMPVANCPMPLAPADKNKRQDELIVLNVSGRRFQTWRTTLERYPDTLLGSTEKEFFFNEDTKEYFFDRDPEVFRCVLNFYRTGKLHYPRYECISAYDDELAFYGILPEIIGDCCYEEYKDRKRENAERLMDDNDSENNQESMPSLSFRQTMWRAFENPHTSTLALVFYYVTGFFIAVSVITNVVETVPCGTVPGSKELPCGERYSVAFFCLDTACVMIFTVEYLLRLFAAPSRYRFIRSVMSIIDVVAIMPYYIGLVMTNNEDVSGAFVTLRVFRVFRIFKF.... Result: 1 (interaction). The miRNA is hsa-miR-1306-5p with sequence CCACCUCCCCUGCAAACGUCCA. (3) The miRNA is hsa-miR-526b-3p with sequence GAAAGUGCUUCCUUUUAGAGGC. The protein sequence of the target gene is MVEQGDAAPLLRWAEGPAVSLPQAPQPQAGGWGRGGGGGARPAAEPPRRREPEEPAAPEVLLQPGRLELGDVEEDQVVAVFVVTFDPRSGNMVEWCLPQDIDLEGVEFKSMASGSHKIQSDFIYFRKGPFFGLACFANMPVESELERGARMKSVGILSPSYTLLYRYMHFLENQVRHQLEMPGHYSHLAAFYEDKKGVLHAGPGRGSSLPPVYWLPSIHRYMYPEMKITHPAGCMSQFIKFFGEQILILWKFALLRKRILIFSPPPVGVVCYRVYCCCCLANVSLPGIGGTIPESKPFFY.... Result: 1 (interaction). (4) The miRNA is hsa-miR-3944-5p with sequence UGUGCAGCAGGCCAACCGAGA. The protein sequence of the target gene is MAVKLGTLLLALALGLAQPASARRKLLVFLLDGFRSDYISDEALESLPGFKEIVSRGVKVDYLTPDFPSLSYPNYYTLMTGRHCEVHQMIGNYMWDPTTNKSFDIGVNKDSLMPLWWNGSEPLWVTLTKAKRKVYMYYWPGCEVEILGVRPTYCLEYKNVPTDINFANAVSDALDSFKSGRADLAAIYHERIDVEGHHYGPASPQRKDALKAVDTVLKYMTKWIQERGLQDRLNVIIFSDHGMTDIFWMDKVIELNKYISLNDLQQVKDRGPVVSLWPAPGKHSEIYNKLSTVEHMTVYE.... Result: 1 (interaction). (5) The miRNA is hsa-miR-186-5p with sequence CAAAGAAUUCUCCUUUUGGGCU. The protein sequence of the target gene is MDQEPVGGVERGEAVAASGAAAAAAFGESAGQMSNERGFENVELGVIGKKKKVPRRVIHFVSGETMEEYSTDEDEVDGLEKKDVLPTVDPTKLTWGPYLWFYMLRAATSTLSVCDFLGEKIASVLGISTPKYQYAIDEYYRMKKEEEEEEEENRMSEEAEKQYQQNKLQTDSIVQTDQPETVISSSFVNVNFEMEGDSEVIMESKQNPVSVPP. Result: 1 (interaction). (6) The miRNA is hsa-miR-302a-3p with sequence UAAGUGCUUCCAUGUUUUGGUGA. The protein sequence of the target gene is MAQQAADKYLYVDKNFINNPLAQADWAAKKLVWVPSDKSGFEPASLKEEVGEEAIVELVENGKKVKVNKDDIQKMNPPKFSKVEDMAELTCLNEASVLHNLKERYYSGLIYTYSGLFCVVINPYKNLPIYSEEIVEMYKGKKRHEMPPHIYAITDTAYRSMMQDREDQSILCTGESGAGKTENTKKVIQYLAYVASSHKSKKDQGELERQLLQANPILEAFGNAKTVKNDNSSRFGKFIRINFDVNGYIVGANIETYLLEKSRAIRQAKEERTFHIFYYLLSGAGEHLKTDLLLEPYNKY.... Result: 1 (interaction). (7) The miRNA is hsa-miR-2276-3p with sequence UCUGCAAGUGUCAGAGGCGAGG. The protein sequence of the target gene is MAFRRQVKNFVKNYSDAEIKVREATSNDPWGPSSSLMLDISDLTFNTISLSEIMNMLWHRLNDHGKNWRHVYKSLTLMDYLIKNGSKKVIQHCREGFCNLQTLKDFQHIDEAGKDQGYYIREKSKQVITLLMDEPLLCKEREVACRTRQRTSHSILFSKRQLGSSNSLTACTSAPTPDISASEKKYKLPKFGRLHNKRNVCKAGLKQEHCQDVHLPTETMLSQETLPLKIHGWKSTEDLMTFLDDDPELPLLATPPSIVSPITCLSEAEEVCNLSGADAVPTLSENSPSGQRDVSLDKRS.... Result: 1 (interaction). (8) The miRNA is hsa-miR-10a-3p with sequence CAAAUUCGUAUCUAGGGGAAUA. The protein sequence of the target gene is MPLAQLADPWQKMAVESPSDSAENGQQIMDEPMGEEEINPQTEEGSIKEIAITHHVKEGHEKADPSQFELLKVLGQGSFGKVFLVKKISGSDARQLYAMKVLKKATLKVRDRVRTKMERDILVEVNHPFIVKLHYAFQTEGKLYLILDFLRGGDLFTRLSKEVMFTEEDVKFYLAELALALDHLHSLGIIYRDLKPENILLDEEGHIKLTDFGLSKESIDHEKKAYSFCGTVEYMAPEVVNRRGHTQSADWWSFGVLMFEMLTGTLPFQGKDRKETMTMILKAKLGMPQFLSPEAQSLLR.... Result: 0 (no interaction).